Dataset: Forward reaction prediction with 1.9M reactions from USPTO patents (1976-2016). Task: Predict the product of the given reaction. (1) Given the reactants CS(O[CH2:6][CH2:7][CH2:8][C:9]([CH3:14])([N+:11]([O-:13])=[O:12])[CH3:10])(=O)=O.[I-:15].[Na+].O, predict the reaction product. The product is: [CH3:10][C:9]([N+:11]([O-:13])=[O:12])([CH3:14])[CH2:8][CH2:7][CH2:6][I:15]. (2) Given the reactants CS(O[CH2:6][CH2:7][O:8][C:9]1[CH:14]=[CH:13][CH:12]=[C:11]([C:15]2[N:19]([C:20]3[CH:25]=[CH:24][CH:23]=[C:22]([Cl:26])[CH:21]=3)[N:18]=[C:17]([C:27]([N:29]3[CH2:33][C:32](=[O:34])[NH:31][CH2:30]3)=[O:28])[CH:16]=2)[CH:10]=1)(=O)=O.[CH3:35][N:36]1[CH2:41][CH2:40][NH:39][CH2:38][CH2:37]1.[CH:42]([OH:44])=[O:43].ClC1C=C(N2C(C3C=CC=C(OCCCN(C)C)C=3)=CC(C(N3CC(=O)NC3)=O)=N2)C=CC=1, predict the reaction product. The product is: [CH:42]([OH:44])=[O:43].[CH:42]([OH:44])=[O:43].[Cl:26][C:22]1[CH:21]=[C:20]([N:19]2[C:15]([C:11]3[CH:12]=[CH:13][CH:14]=[C:9]([O:8][CH2:7][CH2:6][N:39]4[CH2:40][CH2:41][N:36]([CH3:35])[CH2:37][CH2:38]4)[CH:10]=3)=[CH:16][C:17]([C:27]([N:29]3[CH2:33][C:32](=[O:34])[NH:31][CH2:30]3)=[O:28])=[N:18]2)[CH:25]=[CH:24][CH:23]=1. (3) Given the reactants [C:1]([O:5][C:6]([NH:8][C@H:9]([C:13]([CH3:16])([CH3:15])[CH3:14])[C:10](O)=[O:11])=[O:7])([CH3:4])([CH3:3])[CH3:2].N1C(F)=NC(F)=NC=1[F:19].N1C=CC=CC=1, predict the reaction product. The product is: [C:1]([O:5][C:6](=[O:7])[NH:8][C@@H:9]([C:10]([F:19])=[O:11])[C:13]([CH3:16])([CH3:15])[CH3:14])([CH3:4])([CH3:3])[CH3:2]. (4) Given the reactants [CH:1]([O:4][C:5]1[CH:13]=[CH:12][C:11]([S:14]([CH3:17])(=[O:16])=[O:15])=[CH:10][C:6]=1[C:7]([OH:9])=O)([CH3:3])[CH3:2].[N:18]1([C:24]([O:26][C:27]([CH3:30])([CH3:29])[CH3:28])=[O:25])[CH2:23][CH2:22][NH:21][CH2:20][CH2:19]1.CN(C(ON1N=NC2C=CC=CC1=2)=[N+](C)C)C.[B-](F)(F)(F)F.C(N(C(C)C)C(C)C)C, predict the reaction product. The product is: [C:27]([O:26][C:24]([N:18]1[CH2:23][CH2:22][N:21]([C:7](=[O:9])[C:6]2[CH:10]=[C:11]([S:14]([CH3:17])(=[O:16])=[O:15])[CH:12]=[CH:13][C:5]=2[O:4][CH:1]([CH3:2])[CH3:3])[CH2:20][CH2:19]1)=[O:25])([CH3:30])([CH3:28])[CH3:29]. (5) The product is: [CH3:1][C:2]1([CH3:23])[C:10]2[C:5](=[CH:6][C:7]([CH3:22])=[C:8]([O:11][C:12]3[S:13][CH:14]=[C:15]([C:17]([OH:19])=[O:18])[N:16]=3)[CH:9]=2)[CH2:4][CH2:3]1. Given the reactants [CH3:1][C:2]1([CH3:23])[C:10]2[C:5](=[CH:6][C:7]([CH3:22])=[C:8]([O:11][C:12]3[S:13][CH:14]=[C:15]([C:17]([O:19]CC)=[O:18])[N:16]=3)[CH:9]=2)[CH2:4][CH2:3]1.C(C1C=CC(C)=C(C=1)OC1OC=C(C(O)=O)N=1)(C)(C)C, predict the reaction product.